This data is from Reaction yield outcomes from USPTO patents with 853,638 reactions. The task is: Predict the reaction yield, written as a fraction of the theoretical maximum amount of product (1.0 means a 100% yield; for example, 0.34 means a 34% yield). (1) The reactants are [Cl:1][C:2]1[CH:10]=[C:9]([F:11])[CH:8]=[CH:7][C:3]=1[C:4](Cl)=[O:5].[CH3:12][N:13]([CH3:27])[CH:14]1[CH2:19][CH2:18][C:17]([C:20]2[N:25]=[C:24]([NH2:26])[CH:23]=[CH:22][CH:21]=2)=[CH:16][CH2:15]1. No catalyst specified. The product is [ClH:1].[ClH:1].[Cl:1][C:2]1[CH:10]=[C:9]([F:11])[CH:8]=[CH:7][C:3]=1[C:4]([NH:26][C:24]1[CH:23]=[CH:22][CH:21]=[C:20]([C:17]2[CH2:18][CH2:19][CH:14]([N:13]([CH3:27])[CH3:12])[CH2:15][CH:16]=2)[N:25]=1)=[O:5]. The yield is 0.640. (2) The reactants are [C:1]([C:5]1[CH:17]=[CH:16][C:15]2[C:14]3[C:9](=[CH:10][C:11]([C:18]([CH3:21])([CH3:20])[CH3:19])=[CH:12][CH:13]=3)[N:8]([C:22]3[CH:27]=[C:26]([C:28]([CH3:35])([CH2:30][C:31]([CH3:34])([CH3:33])[CH3:32])[CH3:29])[CH:25]=[CH:24][C:23]=3[O:36][CH:37]3[CH2:42][CH2:41][CH2:40][CH2:39][O:38]3)[C:7]=2[CH:6]=1)([CH3:4])([CH3:3])[CH3:2].C([Li])CCC.C(O[B:52]1[O:56][C:55]([CH3:58])([CH3:57])[C:54]([CH3:60])([CH3:59])[O:53]1)(C)C.C(=O)(O)[O-].[Na+]. The catalyst is C(#N)C.O1CCCC1. The product is [C:1]([C:5]1[CH:17]=[CH:16][C:15]2[C:14]3[C:9](=[CH:10][C:11]([C:18]([CH3:21])([CH3:19])[CH3:20])=[CH:12][CH:13]=3)[N:8]([C:22]3[CH:27]=[C:26]([C:28]([CH3:29])([CH2:30][C:31]([CH3:34])([CH3:33])[CH3:32])[CH3:35])[CH:25]=[C:24]([B:52]4[O:56][C:55]([CH3:58])([CH3:57])[C:54]([CH3:60])([CH3:59])[O:53]4)[C:23]=3[O:36][CH:37]3[CH2:42][CH2:41][CH2:40][CH2:39][O:38]3)[C:7]=2[CH:6]=1)([CH3:2])([CH3:3])[CH3:4]. The yield is 0.863. (3) The reactants are [F:1][C:2]1[CH:7]=[C:6]([I:8])[CH:5]=[CH:4][C:3]=1[NH:9][C:10]1[N:11]([CH3:23])[C:12]2[C:13](=[O:22])[CH2:14][CH2:15][CH2:16][C:17]=2[C:18]=1[C:19]([OH:21])=O.CC1(C)[O:29][C@@H:28]([CH2:30][O:31][NH2:32])[CH2:27][O:26]1.C1C=CC2N(O)N=NC=2C=1.C(Cl)CCl.C1(C)C=CC(S(O)(=O)=O)=CC=1. The catalyst is C(Cl)Cl.C(N(CC)CC)C.C(O)CO. The product is [OH:29][C@H:28]([CH2:27][OH:26])[CH2:30][O:31][NH:32][C:19]([C:18]1[C:17]2[CH2:16][CH2:15][CH2:14][C:13](=[O:22])[C:12]=2[N:11]([CH3:23])[C:10]=1[NH:9][C:3]1[CH:4]=[CH:5][C:6]([I:8])=[CH:7][C:2]=1[F:1])=[O:21]. The yield is 0.500. (4) The reactants are [C:1]1([C:11](Cl)=[O:12])[C:10]2[C:5](=[CH:6][CH:7]=[CH:8][CH:9]=2)[CH:4]=[CH:3][CH:2]=1.[NH2:14][C:15]1[CH:23]=[CH:22][C:21]([Cl:24])=[CH:20][C:16]=1[C:17]([OH:19])=[O:18].C(N(CC)CC)C. The catalyst is C(Cl)Cl. The product is [Cl:24][C:21]1[CH:22]=[CH:23][C:15]([NH:14][C:11]([C:1]2[C:10]3[C:5](=[CH:6][CH:7]=[CH:8][CH:9]=3)[CH:4]=[CH:3][CH:2]=2)=[O:12])=[C:16]([CH:20]=1)[C:17]([OH:19])=[O:18]. The yield is 0.950.